Dataset: Full USPTO retrosynthesis dataset with 1.9M reactions from patents (1976-2016). Task: Predict the reactants needed to synthesize the given product. (1) Given the product [OH:13][C:10]1[CH:11]=[CH:12][C:7]([C:4]2[S:5][CH:6]=[C:2]([C:17]3[S:21][C:20]([C:22]([OH:24])=[O:23])=[CH:19][CH:18]=3)[CH:3]=2)=[CH:8][CH:9]=1, predict the reactants needed to synthesize it. The reactants are: Br[C:2]1[CH:3]=[C:4]([C:7]2[CH:12]=[CH:11][C:10]([OH:13])=[CH:9][CH:8]=2)[S:5][CH:6]=1.B([C:17]1[S:21][C:20]([C:22]([OH:24])=[O:23])=[CH:19][CH:18]=1)(O)O. (2) Given the product [ClH:21].[CH:1]1([C:16]([O:18][CH2:19][CH3:20])=[O:17])[CH:5]2[CH2:6][CH2:7][CH2:8][CH:4]2[CH2:3][NH:2]1, predict the reactants needed to synthesize it. The reactants are: [CH:1]1([C:16]([O:18][CH2:19][CH3:20])=[O:17])[CH:5]2[CH2:6][CH2:7][CH2:8][CH:4]2[CH2:3][N:2]1C(OC(C)(C)C)=O.[ClH:21].O1CCOCC1. (3) Given the product [CH:13]([Si:9]([CH:10]([CH3:11])[CH3:12])([CH:16]([CH3:18])[CH3:17])[O:8][CH2:7][C@@H:4]([CH3:3])[CH2:5][O:6][CH3:21])([CH3:15])[CH3:14], predict the reactants needed to synthesize it. The reactants are: [H-].[Na+].[CH3:3][C@H:4]([CH2:7][O:8][Si:9]([CH:16]([CH3:18])[CH3:17])([CH:13]([CH3:15])[CH3:14])[CH:10]([CH3:12])[CH3:11])[CH2:5][OH:6].CI.[CH3:21]COC(C)=O.CCCCCCC. (4) Given the product [C:14]([C:13]1[CH:16]=[C:17]([C:20]2[O:24][N:23]=[C:22]([C:25]3[C:35]4[CH2:34][CH2:33][N:32]([CH2:37][C:38]([NH2:40])=[O:39])[CH2:31][CH2:30][C:29]=4[CH:28]=[CH:27][CH:26]=3)[N:21]=2)[CH:18]=[CH:19][C:12]=1[O:11][CH:9]([CH3:8])[CH3:10])#[N:15], predict the reactants needed to synthesize it. The reactants are: FC(F)(F)C(O)=O.[CH3:8][CH:9]([O:11][C:12]1[CH:19]=[CH:18][C:17]([C:20]2[O:24][N:23]=[C:22]([C:25]3[C:35]4[CH2:34][CH2:33][NH:32][CH2:31][CH2:30][C:29]=4[CH:28]=[CH:27][CH:26]=3)[N:21]=2)=[CH:16][C:13]=1[C:14]#[N:15])[CH3:10].Br[CH2:37][C:38]([NH2:40])=[O:39].C(=O)([O-])[O-].[K+].[K+]. (5) Given the product [OH:28][C:25]1[CH:26]=[CH:27][C:22](/[C:11](/[C:8]2[CH:9]=[CH:10][C:5]([O:4][CH2:3][CH2:2][NH:30][CH3:29])=[CH:6][CH:7]=2)=[C:12](/[C:15]2[CH:16]=[CH:17][C:18]([OH:21])=[N:19][CH:20]=2)\[CH2:13][CH3:14])=[CH:23][CH:24]=1, predict the reactants needed to synthesize it. The reactants are: Cl[CH2:2][CH2:3][O:4][C:5]1[CH:10]=[CH:9][C:8](/[C:11](/[C:22]2[CH:27]=[CH:26][C:25]([OH:28])=[CH:24][CH:23]=2)=[C:12](\[C:15]2[CH:16]=[CH:17][C:18]([OH:21])=[N:19][CH:20]=2)/[CH2:13][CH3:14])=[CH:7][CH:6]=1.[CH3:29][NH2:30]. (6) Given the product [CH3:7][C:6]1([CH3:8])[C:2]([CH3:1])([CH3:20])[O:3][B:4]([C:9]2[CH2:19][CH:11]3[CH:14]([CH:13]3[C:15]([O:17][CH2:18][CH3:22])=[O:16])[CH:10]=2)[O:5]1, predict the reactants needed to synthesize it. The reactants are: [CH3:1][C:2]1([CH3:20])[C:6]([CH3:8])([CH3:7])[O:5][B:4]([C:9]2[CH2:19][C:11]3([CH2:14][CH:13]([C:15]([O:17][CH3:18])=[O:16])C3)[CH:10]=2)[O:3]1.F[C:22](F)(F)S(OC1C[C@H]2[C@H]([C@@H]2C(OCC)=O)C=1)(=O)=O. (7) Given the product [CH2:12]([C:10]1[C:9]2[C:4](=[CH:5][CH:6]=[CH:7][CH:8]=2)[C:3](=[O:19])[N:2]([NH:1][C:28](=[O:29])[CH2:27][C:24]2[CH:25]=[CH:26][C:21]([Cl:20])=[CH:22][CH:23]=2)[N:11]=1)[C:13]1[CH:14]=[CH:15][CH:16]=[CH:17][CH:18]=1, predict the reactants needed to synthesize it. The reactants are: [NH2:1][N:2]1[N:11]=[C:10]([CH2:12][C:13]2[CH:18]=[CH:17][CH:16]=[CH:15][CH:14]=2)[C:9]2[C:4](=[CH:5][CH:6]=[CH:7][CH:8]=2)[C:3]1=[O:19].[Cl:20][C:21]1[CH:26]=[CH:25][C:24]([CH2:27][C:28](O)=[O:29])=[CH:23][CH:22]=1. (8) Given the product [O:36]1[CH2:37][CH2:38][O:34][CH:35]1[CH2:39][CH2:40][C:41]1[S:45][C:44]([C:46]2[CH:47]=[CH:48][CH:49]=[CH:50][CH:51]=2)=[N:43][C:42]=1[C:52]([NH:75][C:74]1[CH:76]=[CH:77][CH:78]=[CH:79][C:73]=1[C:65]1[S:66][C:67]2[C:72]([N:64]=1)=[CH:71][CH:70]=[CH:69][N:68]=2)=[O:54], predict the reactants needed to synthesize it. The reactants are: C[NH3+].F[P-](F)(F)(F)(F)F.N1(OC(N(C)C)=[N+](C)C)C2N=CC=CC=2N=N1.F[P-](F)(F)(F)(F)F.[O:34]1[CH2:38][CH2:37][O:36][CH:35]1[CH2:39][CH2:40][C:41]1[S:45][C:44]([C:46]2[CH:51]=[CH:50][CH:49]=[CH:48][CH:47]=2)=[N:43][C:42]=1[C:52]([OH:54])=O.CCN(C(C)C)C(C)C.[N:64]1[C:72]2[C:67](=[N:68][CH:69]=[CH:70][CH:71]=2)[S:66][C:65]=1[C:73]1[CH:79]=[CH:78][CH:77]=[CH:76][C:74]=1[NH2:75].C([O-])(O)=O.[Na+]. (9) Given the product [Cl:8][C:9]1[CH:17]=[CH:16][CH:15]=[C:14]2[C:10]=1[C:11]([C:18]([NH:20][CH2:21][CH:22]1[CH2:27][CH2:26][C:25]([F:28])([F:29])[CH2:24][CH2:23]1)=[O:19])=[CH:12][N:13]2[CH2:6][CH:3]1[CH2:4][CH2:5][O:1][CH2:2]1, predict the reactants needed to synthesize it. The reactants are: [O:1]1[CH2:5][CH2:4][CH:3]([CH2:6]O)[CH2:2]1.[Cl:8][C:9]1[CH:17]=[CH:16][CH:15]=[C:14]2[C:10]=1[C:11]([C:18]([NH:20][CH2:21][CH:22]1[CH2:27][CH2:26][C:25]([F:29])([F:28])[CH2:24][CH2:23]1)=[O:19])=[CH:12][NH:13]2. (10) Given the product [CH2:35]([O:34][C:32]([C:31](=[O:37])[NH:21][C@@H:19]([CH3:20])[C@H:18]([O:17][C:13]1[CH:12]=[C:11]2[C:16](=[CH:15][CH:14]=1)[N:8]([C:5]1[CH:4]=[CH:3][C:2]([F:1])=[CH:7][CH:6]=1)[N:9]=[CH:10]2)[C:22]1[CH:27]=[CH:26][CH:25]=[C:24]([O:28][CH3:29])[CH:23]=1)=[O:33])[CH3:36], predict the reactants needed to synthesize it. The reactants are: [F:1][C:2]1[CH:7]=[CH:6][C:5]([N:8]2[C:16]3[C:11](=[CH:12][C:13]([O:17][C@H:18]([C:22]4[CH:27]=[CH:26][CH:25]=[C:24]([O:28][CH3:29])[CH:23]=4)[C@@H:19]([NH2:21])[CH3:20])=[CH:14][CH:15]=3)[CH:10]=[N:9]2)=[CH:4][CH:3]=1.Cl[C:31](=[O:37])[C:32]([O:34][CH2:35][CH3:36])=[O:33].